This data is from Reaction yield outcomes from USPTO patents with 853,638 reactions. The task is: Predict the reaction yield, written as a fraction of the theoretical maximum amount of product (1.0 means a 100% yield; for example, 0.34 means a 34% yield). (1) The reactants are [Br:1][C:2]1[CH:3]=[C:4]([N:8]2[C:13](=[O:14])[CH:12]=[C:11]([OH:15])[N:10]=[C:9]2[CH:16]2[CH2:21][CH2:20][CH2:19][CH2:18][CH2:17]2)[CH:5]=[CH:6][CH:7]=1.[Cl-].C[Al+]C.CCCCCC.BrC1C=[C:35](C=CC=1)[NH2:36].C1(C#N)CCCCC1.C(OCC)(=O)[CH2:49][C:50]([O:52]CC)=[O:51].C[O-:60].[Na+]. The catalyst is C1(C)C=CC=CC=1.O.COCCO. The product is [Br:1][C:2]1[CH:3]=[C:4]([N:8]2[C:13](=[O:14])[C:12]([C:35]([NH:36][CH2:49][C:50]([OH:52])=[O:51])=[O:60])=[C:11]([OH:15])[N:10]=[C:9]2[CH:16]2[CH2:21][CH2:20][CH2:19][CH2:18][CH2:17]2)[CH:5]=[CH:6][CH:7]=1. The yield is 0.400. (2) The reactants are [N+:1]([C:4]1[N:9]=[CH:8][C:7]([N:10]2[CH2:15][CH2:14][N:13]([C:16]([O:18][C:19]([CH3:22])([CH3:21])[CH3:20])=[O:17])[CH2:12][CH2:11]2)=[CH:6][CH:5]=1)([O-:3])=[O:2].Br[C:24]1C=CC([N+]([O-])=O)=NC=1.C(OC(N1CCN[C@@H](C)C1)=O)(C)(C)C. No catalyst specified. The product is [CH3:24][C@@H:15]1[N:10]([C:7]2[CH:8]=[N:9][C:4]([N+:1]([O-:3])=[O:2])=[CH:5][CH:6]=2)[CH2:11][CH2:12][N:13]([C:16]([O:18][C:19]([CH3:22])([CH3:21])[CH3:20])=[O:17])[CH2:14]1. The yield is 0.500. (3) The reactants are [CH:1]([C:4]1[NH:5][C:6]2[C:11]([CH:12]=1)=[CH:10][C:9]([N+:13]([O-])=O)=[CH:8][CH:7]=2)([CH3:3])[CH3:2]. The catalyst is [Ni].CO. The product is [CH:1]([C:4]1[NH:5][C:6]2[C:11]([CH:12]=1)=[CH:10][C:9]([NH2:13])=[CH:8][CH:7]=2)([CH3:3])[CH3:2]. The yield is 0.410. (4) The reactants are Cl[C:2]1[C:7]([CH3:8])=[C:6]([Cl:9])[N:5]=[CH:4][N:3]=1.[OH:10][C:11]1[CH:37]=[CH:36][CH:35]=[CH:34][C:12]=1[CH2:13][NH:14][C:15]([NH:17][C:18]1[N:22]([C:23]2[CH:28]=[CH:27][C:26]([CH3:29])=[CH:25][CH:24]=2)[N:21]=[C:20]([C:30]([CH3:33])([CH3:32])[CH3:31])[CH:19]=1)=[O:16].[OH-].[Na+].[Cl-].[NH4+]. The catalyst is CC(C)=O. The product is [Cl:9][C:6]1[N:5]=[CH:4][N:3]=[C:2]([O:10][C:11]2[CH:37]=[CH:36][CH:35]=[CH:34][C:12]=2[CH2:13][NH:14][C:15]([NH:17][C:18]2[N:22]([C:23]3[CH:28]=[CH:27][C:26]([CH3:29])=[CH:25][CH:24]=3)[N:21]=[C:20]([C:30]([CH3:32])([CH3:33])[CH3:31])[CH:19]=2)=[O:16])[C:7]=1[CH3:8]. The yield is 0.660. (5) The reactants are [CH:1]([NH2:4])([CH3:3])[CH3:2].C(N(CC)C(C)C)(C)C.[Cl:14][C:15]1[N:20]=[C:19](Cl)[C:18]([N+:22]([O-:24])=[O:23])=[CH:17][N:16]=1. The catalyst is ClCCl. The product is [Cl:14][C:15]1[N:20]=[C:19]([NH:4][CH:1]([CH3:3])[CH3:2])[C:18]([N+:22]([O-:24])=[O:23])=[CH:17][N:16]=1. The yield is 0.904. (6) The reactants are [CH3:1]/[C:2](=[CH:6]\[CH2:7][CH2:8][CH3:9])/[C:3](O)=[O:4].C(N(CC)CC)C.C(Cl)(=O)C(C)(C)C.[Cl-].[Li+].[C:26]1([C@H:32]2[C@@H:36]([C:37]3[CH:42]=[CH:41][CH:40]=[CH:39][CH:38]=3)[O:35][C:34](=[O:43])[NH:33]2)[CH:31]=[CH:30][CH:29]=[CH:28][CH:27]=1. The catalyst is C1COCC1. The product is [CH3:1]/[C:2](=[CH:6]\[CH2:7][CH2:8][CH3:9])/[C:3]([N:33]1[C@@H:32]([C:26]2[CH:27]=[CH:28][CH:29]=[CH:30][CH:31]=2)[C@@H:36]([C:37]2[CH:38]=[CH:39][CH:40]=[CH:41][CH:42]=2)[O:35][C:34]1=[O:43])=[O:4]. The yield is 0.640. (7) The reactants are Cl[C:2]1[CH:3]=[C:4]([CH:8]=[C:9]([C:11]2[CH:12]=[CH:13][C:14]3[O:18][C:17]([C:19]4[CH:24]=[CH:23][C:22]([F:25])=[CH:21][CH:20]=4)=[C:16]([C:26](=[O:29])[NH:27][CH3:28])[C:15]=3[CH:30]=2)[CH:10]=1)[C:5](O)=[O:6].[CH3:31][CH:32]([CH3:35])[CH2:33][NH2:34].C(N(C(C)C)C(C)C)C.CN(C(ON1N=NC2C=CC=NC1=2)=[N+](C)C)C.F[P-](F)(F)(F)(F)F.[Cl:69]CCl. The catalyst is C(#N)C.CN(C=O)C. The product is [Cl:69][C:3]1[CH:2]=[CH:10][C:9]([C:11]2[CH:12]=[CH:13][C:14]3[O:18][C:17]([C:19]4[CH:24]=[CH:23][C:22]([F:25])=[CH:21][CH:20]=4)=[C:16]([C:26]([NH:27][CH3:28])=[O:29])[C:15]=3[CH:30]=2)=[CH:8][C:4]=1[C:5](=[O:6])[NH:34][CH2:33][CH:32]([CH3:35])[CH3:31]. The yield is 0.520.